From a dataset of Catalyst prediction with 721,799 reactions and 888 catalyst types from USPTO. Predict which catalyst facilitates the given reaction. (1) Reactant: [CH3:1][O:2][C:3](=[O:38])[CH2:4][N:5]1[CH2:10][CH2:9][N:8]([CH:11]([C:29]2[CH:34]=[CH:33][CH:32]=[CH:31][C:30]=2[N+:35]([O-])=O)[CH2:12][O:13][CH2:14][C:15]2[CH:20]=[C:19]([C:21]([F:24])([F:23])[F:22])[CH:18]=[C:17]([C:25]([F:28])([F:27])[F:26])[CH:16]=2)[CH2:7][CH2:6]1.Cl[Sn]Cl. Product: [CH3:1][O:2][C:3](=[O:38])[CH2:4][N:5]1[CH2:10][CH2:9][N:8]([CH:11]([C:29]2[CH:34]=[CH:33][CH:32]=[CH:31][C:30]=2[NH2:35])[CH2:12][O:13][CH2:14][C:15]2[CH:20]=[C:19]([C:21]([F:23])([F:22])[F:24])[CH:18]=[C:17]([C:25]([F:26])([F:27])[F:28])[CH:16]=2)[CH2:7][CH2:6]1. The catalyst class is: 5. (2) Reactant: C([N:8]1[CH2:17][CH2:16][C:15]2[C:14]([NH:18][C:19]3[CH:24]=[CH:23][C:22]([C:25]([F:28])([F:27])[F:26])=[CH:21][CH:20]=3)=[N:13][CH:12]=[CH:11][C:10]=2[CH2:9]1)C1C=CC=CC=1. Product: [F:28][C:25]([F:26])([F:27])[C:22]1[CH:21]=[CH:20][C:19]([NH:18][C:14]2[C:15]3[CH2:16][CH2:17][NH:8][CH2:9][C:10]=3[CH:11]=[CH:12][N:13]=2)=[CH:24][CH:23]=1. The catalyst class is: 293. (3) Reactant: BrC1C=CC([CH2:8][NH-:9])=CC=1.B1(B2O[C:22]([CH3:25])(C)[C:21]([CH3:27])([CH3:26])O2)O[C:22](C)([CH3:25])[C:21]([CH3:27])([CH3:26])O1.[C:28]([O-])(=O)[CH3:29].[K+].ClCCl.Br[C:37]1[CH:42]=[CH:41][C:40]([C:43]([N:45]2[CH2:49][CH2:48][CH2:47][C@H:46]2[CH2:50][N:51]2[CH2:55][CH2:54][CH2:53][CH2:52]2)=[O:44])=[CH:39][CH:38]=1.C(=O)([O-])[O-:57].[Na+].[Na+]. Product: [CH3:8][NH:9][C:27]([C:21]1[CH:22]=[CH:25][C:29]([C:37]2[CH:42]=[CH:41][C:40]([C:43]([N:45]3[CH2:49][CH2:48][CH2:47][C@H:46]3[CH2:50][N:51]3[CH2:55][CH2:54][CH2:53][CH2:52]3)=[O:44])=[CH:39][CH:38]=2)=[CH:28][CH:26]=1)=[O:57]. The catalyst class is: 16. (4) Reactant: IC.[F:3][C:4]1[CH:24]=[CH:23][CH:22]=[C:21]([F:25])[C:5]=1[O:6][C:7]1[CH:12]=[C:11]([NH:13][C:14]2[S:15][CH:16]=[C:17]([CH3:19])[N:18]=2)[N:10]=[CH:9][C:8]=1[OH:20].[C:26](=O)([O-])[O-].[K+].[K+]. Product: [F:3][C:4]1[CH:24]=[CH:23][CH:22]=[C:21]([F:25])[C:5]=1[O:6][C:7]1[C:8]([O:20][CH3:26])=[CH:9][N:10]=[C:11]([NH:13][C:14]2[S:15][CH:16]=[C:17]([CH3:19])[N:18]=2)[CH:12]=1. The catalyst class is: 3. (5) Reactant: [Cl:1][C:2]1[CH:7]=[CH:6][C:5]([CH2:8][CH2:9][C:10](=O)[CH2:11][F:12])=[CH:4][CH:3]=1.N1C=CC=CC=1.Cl.[CH3:21][O:22][NH2:23]. Product: [CH3:21][O:22][N:23]=[C:10]([CH2:9][CH2:8][C:5]1[CH:6]=[CH:7][C:2]([Cl:1])=[CH:3][CH:4]=1)[CH2:11][F:12]. The catalyst class is: 240.